Dataset: Peptide-MHC class I binding affinity with 185,985 pairs from IEDB/IMGT. Task: Regression. Given a peptide amino acid sequence and an MHC pseudo amino acid sequence, predict their binding affinity value. This is MHC class I binding data. (1) The peptide sequence is HAETESATL. The MHC is HLA-B58:01 with pseudo-sequence HLA-B58:01. The binding affinity (normalized) is 0.0847. (2) The peptide sequence is RRQGCWKC. The MHC is Mamu-B08 with pseudo-sequence Mamu-B08. The binding affinity (normalized) is 0.568. (3) The peptide sequence is ITYCLVTHM. The MHC is HLA-A02:02 with pseudo-sequence HLA-A02:02. The binding affinity (normalized) is 0.365. (4) The peptide sequence is PPPPLQHPI. The MHC is HLA-B15:17 with pseudo-sequence HLA-B15:17. The binding affinity (normalized) is 0.0847. (5) The peptide sequence is ITSKSRQVL. The MHC is HLA-A01:01 with pseudo-sequence HLA-A01:01. The binding affinity (normalized) is 0.0847.